Dataset: TCR-epitope binding with 47,182 pairs between 192 epitopes and 23,139 TCRs. Task: Binary Classification. Given a T-cell receptor sequence (or CDR3 region) and an epitope sequence, predict whether binding occurs between them. (1) The epitope is KPLEFGATSAAL. The TCR CDR3 sequence is CASSSPGQQETQYF. Result: 1 (the TCR binds to the epitope). (2) The epitope is IVDTVSALV. The TCR CDR3 sequence is CASSQEWGVLTEAFF. Result: 0 (the TCR does not bind to the epitope). (3) The epitope is TLIGDCATV. The TCR CDR3 sequence is CASSAPGDQPQHF. Result: 1 (the TCR binds to the epitope). (4) The epitope is KLVALGINAV. The TCR CDR3 sequence is CASAGQGAGEQYF. Result: 0 (the TCR does not bind to the epitope). (5) The epitope is FPRPWLHGL. The TCR CDR3 sequence is CASSSRDRLTYEQYF. Result: 0 (the TCR does not bind to the epitope).